Dataset: Catalyst prediction with 721,799 reactions and 888 catalyst types from USPTO. Task: Predict which catalyst facilitates the given reaction. (1) Reactant: [O:1]=[C:2]1[CH:6]=[CH:5][C:4](=[O:7])[N:3]1[CH2:8][CH2:9][CH2:10][CH2:11][CH2:12][C:13]([NH:15][C@H:16]([C:20]([NH:22][C@H:23]([C:31]([NH:33][C:34]1[CH:39]=[CH:38][C:37]([CH2:40][O:41][C:42]([N:44]2[CH2:49][CH2:48][NH:47][CH2:46][CH2:45]2)=[O:43])=[CH:36][CH:35]=1)=[O:32])[CH2:24][CH2:25][CH2:26][NH:27][C:28](=[O:30])[NH2:29])=[O:21])[CH:17]([CH3:19])[CH3:18])=[O:14].[OH:50][C@:51]1([C:92](O)=[O:93])[CH2:68][C@H:67]([O:69][C@@H:70]2[O:84][C@@H:83]([CH3:85])[C@H:73]3[O:74][C@H:75]4[N:80]([C@H:72]3[CH2:71]2)[CH2:79][CH2:78][O:77][C@@H:76]4[O:81][CH3:82])[C:66]2[C:53](=[C:54]([OH:91])[C:55]3[C:56](=[O:90])[C:57]4[C:62]([C:63](=[O:87])[C:64]=3[C:65]=2[OH:86])=[C:61]([O:88][CH3:89])[CH:60]=[CH:59][CH:58]=4)[CH2:52]1.CN(C(ON1N=NC2C=CC=CC1=2)=[N+](C)C)C.[B-](F)(F)(F)F.C(N(CC)CC)C. Product: [O:1]=[C:2]1[CH:6]=[CH:5][C:4](=[O:7])[N:3]1[CH2:8][CH2:9][CH2:10][CH2:11][CH2:12][C:13]([NH:15][C@H:16]([C:20]([NH:22][C@H:23]([C:31]([NH:33][C:34]1[CH:35]=[CH:36][C:37]([CH2:40][O:41][C:42]([N:44]2[CH2:45][CH2:46][N:47]([C:92]([C@@:51]3([OH:50])[CH2:68][C@H:67]([O:69][C@@H:70]4[O:84][C@@H:83]([CH3:85])[C@H:73]5[O:74][C@H:75]6[N:80]([C@H:72]5[CH2:71]4)[CH2:79][CH2:78][O:77][C@@H:76]6[O:81][CH3:82])[C:66]4[C:53](=[C:54]([OH:91])[C:55]5[C:56](=[O:90])[C:57]6[C:62]([C:63](=[O:87])[C:64]=5[C:65]=4[OH:86])=[C:61]([O:88][CH3:89])[CH:60]=[CH:59][CH:58]=6)[CH2:52]3)=[O:93])[CH2:48][CH2:49]2)=[O:43])=[CH:38][CH:39]=1)=[O:32])[CH2:24][CH2:25][CH2:26][NH:27][C:28](=[O:30])[NH2:29])=[O:21])[CH:17]([CH3:19])[CH3:18])=[O:14]. The catalyst class is: 4. (2) Reactant: [S:1](=[O:3])=[O:2].[Cl:4][C:5]1[CH:6]=[C:7]2[C:12](=[CH:13][CH:14]=1)[NH:11][CH:10]([C:15]1[CH:16]=[C:17](N)[CH:18]=[CH:19][CH:20]=1)[CH2:9][C:8]2([CH3:23])[CH3:22].N([O-])=O.[Na+].[ClH:28]. Product: [Cl:4][C:5]1[CH:6]=[C:7]2[C:12](=[CH:13][CH:14]=1)[NH:11][CH:10]([C:15]1[CH:16]=[C:17]([S:1]([Cl:28])(=[O:3])=[O:2])[CH:18]=[CH:19][CH:20]=1)[CH2:9][C:8]2([CH3:23])[CH3:22]. The catalyst class is: 86. (3) Reactant: C([O:8][C:9]1[CH:14]=[CH:13][C:12]([C:15]([CH3:18])([CH3:17])[CH3:16])=[CH:11][C:10]=1[C:19]([CH3:23])([CH3:22])[C:20]#[N:21])C1C=CC=CC=1. Product: [C:15]([C:12]1[CH:13]=[CH:14][C:9]([OH:8])=[C:10]([C:19]([CH3:23])([CH3:22])[C:20]#[N:21])[CH:11]=1)([CH3:18])([CH3:16])[CH3:17]. The catalyst class is: 105. (4) Reactant: Cl.[NH2:2][C@@H:3]([CH2:8][CH2:9][CH2:10][NH:11][C:12]([NH:14][S:15]([C:18]1[C:19]([CH3:31])=[C:20]([CH3:30])[C:21]2[O:25][C:24]([CH3:27])([CH3:26])[CH2:23][C:22]=2[C:28]=1[CH3:29])(=[O:17])=[O:16])=[NH:13])[C:4]([O:6][CH3:7])=[O:5].[C:32]1([CH:38]([C:49]2[CH:54]=[CH:53][CH:52]=[CH:51][CH:50]=2)[N:39]2[CH:44]=[CH:43][CH:42]=[C:41]([C:45](O)=[O:46])[C:40]2=[O:48])[CH:37]=[CH:36][CH:35]=[CH:34][CH:33]=1.CN(C(ON1N=NC2C=CC=CC1=2)=[N+](C)C)C.F[P-](F)(F)(F)(F)F.CCN(C(C)C)C(C)C. Product: [C:49]1([CH:38]([C:32]2[CH:33]=[CH:34][CH:35]=[CH:36][CH:37]=2)[N:39]2[CH:44]=[CH:43][CH:42]=[C:41]([C:45]([NH:2][C@@H:3]([CH2:8][CH2:9][CH2:10][NH:11][C:12]([NH:14][S:15]([C:18]3[C:19]([CH3:31])=[C:20]([CH3:30])[C:21]4[O:25][C:24]([CH3:27])([CH3:26])[CH2:23][C:22]=4[C:28]=3[CH3:29])(=[O:16])=[O:17])=[NH:13])[C:4]([O:6][CH3:7])=[O:5])=[O:46])[C:40]2=[O:48])[CH:50]=[CH:51][CH:52]=[CH:53][CH:54]=1. The catalyst class is: 31.